This data is from Catalyst prediction with 721,799 reactions and 888 catalyst types from USPTO. The task is: Predict which catalyst facilitates the given reaction. (1) Reactant: [CH3:1][O:2][C:3]1[CH:4]=[C:5]([CH:9]=[C:10]([O:14][CH3:15])[C:11]=1[O:12][CH3:13])[CH2:6][NH:7][OH:8].[CH3:16][C:17]1([CH3:25])[CH2:22][C:21](=[O:23])[CH2:20][C:19](=O)[CH2:18]1. The catalyst class is: 11. Product: [OH:8][N:7]([CH2:6][C:5]1[CH:4]=[C:3]([O:2][CH3:1])[C:11]([O:12][CH3:13])=[C:10]([O:14][CH3:15])[CH:9]=1)[C:19]1[CH2:18][C:17]([CH3:25])([CH3:16])[CH2:22][C:21](=[O:23])[CH:20]=1. (2) Reactant: [C:1]1([CH2:7][C:8](OCC)=[O:9])[CH:6]=[CH:5][CH:4]=[CH:3][CH:2]=1.[H-].C([Al+]CC(C)C)C(C)C. Product: [C:1]1([CH2:7][CH:8]=[O:9])[CH:6]=[CH:5][CH:4]=[CH:3][CH:2]=1. The catalyst class is: 11. (3) Reactant: [F:1][C:2]1[CH:7]=[CH:6][C:5]([C:8]2[C:9](=O)[NH:10][CH2:11][CH2:12][N:13]=2)=[C:4]([O:15][CH3:16])[CH:3]=1.[H-].[Al+3].[Li+].[H-].[H-].[H-].O.[OH-].[Na+]. Product: [F:1][C:2]1[CH:7]=[CH:6][C:5]([CH:8]2[CH2:9][NH:10][CH2:11][CH2:12][NH:13]2)=[C:4]([O:15][CH3:16])[CH:3]=1. The catalyst class is: 27. (4) Reactant: [CH2:1]([O:8][C:9]([N:11]1[CH2:15][C:14](=[O:16])[N:13]=[C:12]1[NH2:17])=[O:10])[C:2]1[CH:7]=[CH:6][CH:5]=[CH:4][CH:3]=1.[CH3:18][O:19][C:20]1[CH:27]=[CH:26][C:23](CCl)=[CH:22][CH:21]=1.[CH3:28]CN(C(C)C)C(C)C. Product: [CH2:1]([O:8][C:9]([N:11]1[CH2:15][C:14](=[O:16])[N:13]=[C:12]1[NH:17][CH2:28][C:27]1[CH:26]=[CH:23][CH:22]=[CH:21][C:20]=1[O:19][CH3:18])=[O:10])[C:2]1[CH:7]=[CH:6][CH:5]=[CH:4][CH:3]=1. The catalyst class is: 10. (5) Reactant: [CH3:1][N:2]1[C:8](=[O:9])[CH2:7][C:6](=[O:10])[N:5]([CH3:11])[C:4]2[CH:12]=[C:13]([C:16]#[N:17])[CH:14]=[CH:15][C:3]1=2. Product: [NH2:17][CH2:16][C:13]1[CH:14]=[CH:15][C:3]2[N:2]([CH3:1])[C:8](=[O:9])[CH2:7][C:6](=[O:10])[N:5]([CH3:11])[C:4]=2[CH:12]=1. The catalyst class is: 331. (6) Reactant: FC(F)(F)C(O)=O.[CH3:8][CH:9]([O:11][C:12]1[CH:19]=[CH:18][C:17]([C:20]2[O:24][N:23]=[C:22]([C:25]3[C:26]([CH3:35])=[C:27]4[C:32](=[CH:33][CH:34]=3)[CH2:31][NH:30][CH2:29][CH2:28]4)[N:21]=2)=[CH:16][C:13]=1[C:14]#[N:15])[CH3:10].[C:36]([O:40][CH2:41][CH3:42])(=[O:39])[CH:37]=[CH2:38].N12CCCN=C1CCCCC2. Product: [C:14]([C:13]1[CH:16]=[C:17]([C:20]2[O:24][N:23]=[C:22]([C:25]3[C:26]([CH3:35])=[C:27]4[C:32](=[CH:33][CH:34]=3)[CH2:31][N:30]([CH2:38][CH2:37][C:36]([O:40][CH2:41][CH3:42])=[O:39])[CH2:29][CH2:28]4)[N:21]=2)[CH:18]=[CH:19][C:12]=1[O:11][CH:9]([CH3:8])[CH3:10])#[N:15]. The catalyst class is: 10. (7) Reactant: [C:1]([C:5]1[CH:28]=[CH:27][CH:26]=[CH:25][C:6]=1[O:7][CH2:8][CH2:9][N:10]([CH3:24])[C:11](=[O:23])[NH:12][C:13]1[C:18]([C:19]([O:21]C)=[O:20])=[CH:17][N:16]=[CH:15][CH:14]=1)([CH3:4])([CH3:3])[CH3:2].O[Li].O.Cl. Product: [C:1]([C:5]1[CH:28]=[CH:27][CH:26]=[CH:25][C:6]=1[O:7][CH2:8][CH2:9][N:10]([CH3:24])[C:11](=[O:23])[NH:12][C:13]1[C:18]([C:19]([OH:21])=[O:20])=[CH:17][N:16]=[CH:15][CH:14]=1)([CH3:4])([CH3:2])[CH3:3]. The catalyst class is: 87. (8) Reactant: [H-].[Na+].[C:3]([O:6][C@H:7]1[CH2:24][CH2:23][C@@:22]2([CH2:25][OH:26])[C:9](=[CH:10][CH2:11][C@@H:12]3[C@@H:21]2[CH2:20][CH2:19][C@@:17]2([CH3:18])[C@H:13]3[CH2:14][CH2:15][C@@H:16]2[O:27][C:28](=[O:30])[CH3:29])[CH2:8]1)(=[O:5])[CH3:4].I[CH3:32]. Product: [C:3]([O:6][C@H:7]1[CH2:24][CH2:23][C@@:22]2([CH2:25][O:26][CH3:32])[C:9](=[CH:10][CH2:11][C@@H:12]3[C@@H:21]2[CH2:20][CH2:19][C@@:17]2([CH3:18])[C@H:13]3[CH2:14][CH2:15][C@@H:16]2[O:27][C:28](=[O:30])[CH3:29])[CH2:8]1)(=[O:5])[CH3:4]. The catalyst class is: 9. (9) Reactant: [CH3:1][C:2]1[CH:3]=CC(S(O)(=O)=O)=[CH:6][CH:7]=1.[C:12]1(=[O:17])[CH2:16][CH2:15][CH2:14][CH2:13]1.CC(CCO)=C. Product: [CH3:1][C:2]1[CH2:3][C:12]2([CH2:16][CH2:15][CH2:14][CH2:13]2)[O:17][CH2:6][CH:7]=1. The catalyst class is: 11. (10) Reactant: F[C:2]1[CH:3]=[C:4]([C:8]2[CH:9]=[C:10]([NH2:13])[NH:11][N:12]=2)[CH:5]=[CH:6][CH:7]=1.C([O:16][C:17](=O)[CH:18]([O:25][CH3:26])[C:19](=[O:24])[C:20]([F:23])([F:22])[F:21])C. Product: [OH:24][C:19]1([C:20]([F:21])([F:22])[F:23])[CH:18]([O:25][CH3:26])[C:17](=[O:16])[NH:13][C:10]2[NH:11][N:12]=[C:8]([C:4]3[CH:5]=[CH:6][CH:7]=[CH:2][CH:3]=3)[C:9]1=2. The catalyst class is: 15.